From a dataset of Full USPTO retrosynthesis dataset with 1.9M reactions from patents (1976-2016). Predict the reactants needed to synthesize the given product. Given the product [F:15][C:16]1[CH:21]=[C:20]([I:22])[CH:19]=[CH:18][C:17]=1[NH:23][C:24]1[C:25]([NH:35][S:36]([C:39]2([CH2:42][CH:43]=[O:46])[CH2:40][CH2:41]2)(=[O:37])=[O:38])=[C:26]2[O:34][CH2:33][CH2:32][N:27]2[C:28](=[O:31])[C:29]=1[CH3:30], predict the reactants needed to synthesize it. The reactants are: N1C(C)=CC=CC=1C.I([O-])(=O)(=O)=O.[Na+].[F:15][C:16]1[CH:21]=[C:20]([I:22])[CH:19]=[CH:18][C:17]=1[NH:23][C:24]1[C:25]([NH:35][S:36]([C:39]2([CH2:42][CH:43]=C)[CH2:41][CH2:40]2)(=[O:38])=[O:37])=[C:26]2[O:34][CH2:33][CH2:32][N:27]2[C:28](=[O:31])[C:29]=1[CH3:30].C[OH:46].